Dataset: Full USPTO retrosynthesis dataset with 1.9M reactions from patents (1976-2016). Task: Predict the reactants needed to synthesize the given product. The reactants are: [Cl:1][C:2]1[CH:23]=[CH:22][C:5]([O:6][C:7]([N:9]([CH3:21])[CH2:10][CH2:11][C@H:12]2[CH2:17][CH2:16][C@H:15]([C:18]([OH:20])=O)[CH2:14][CH2:13]2)=[O:8])=[CH:4][CH:3]=1.C(Cl)(=O)C(Cl)=O.[CH2:30]([O:32][C:33](=[O:38])[CH2:34][CH2:35][NH:36][CH3:37])[CH3:31].CCN(CC)CC. Given the product [CH2:30]([O:32][C:33](=[O:38])[CH2:34][CH2:35][N:36]([C:18]([C@H:15]1[CH2:14][CH2:13][C@H:12]([CH2:11][CH2:10][N:9]([C:7]([O:6][C:5]2[CH:4]=[CH:3][C:2]([Cl:1])=[CH:23][CH:22]=2)=[O:8])[CH3:21])[CH2:17][CH2:16]1)=[O:20])[CH3:37])[CH3:31], predict the reactants needed to synthesize it.